From a dataset of TCR-epitope binding with 47,182 pairs between 192 epitopes and 23,139 TCRs. Binary Classification. Given a T-cell receptor sequence (or CDR3 region) and an epitope sequence, predict whether binding occurs between them. The epitope is YLQPRTFLL. The TCR CDR3 sequence is CASQDQNTGELFF. Result: 1 (the TCR binds to the epitope).